From a dataset of NCI-60 drug combinations with 297,098 pairs across 59 cell lines. Regression. Given two drug SMILES strings and cell line genomic features, predict the synergy score measuring deviation from expected non-interaction effect. (1) Drug 1: CC=C1C(=O)NC(C(=O)OC2CC(=O)NC(C(=O)NC(CSSCCC=C2)C(=O)N1)C(C)C)C(C)C. Drug 2: CS(=O)(=O)OCCCCOS(=O)(=O)C. Cell line: UACC62. Synergy scores: CSS=46.4, Synergy_ZIP=-2.13, Synergy_Bliss=-3.17, Synergy_Loewe=-34.8, Synergy_HSA=-2.33. (2) Drug 2: N.N.Cl[Pt+2]Cl. Synergy scores: CSS=77.6, Synergy_ZIP=1.10, Synergy_Bliss=0.816, Synergy_Loewe=-6.46, Synergy_HSA=4.30. Drug 1: B(C(CC(C)C)NC(=O)C(CC1=CC=CC=C1)NC(=O)C2=NC=CN=C2)(O)O. Cell line: HCT116. (3) Drug 1: COC1=C2C(=CC3=C1OC=C3)C=CC(=O)O2. Drug 2: C1C(C(OC1N2C=NC3=C2NC=NCC3O)CO)O. Cell line: A549. Synergy scores: CSS=3.19, Synergy_ZIP=-1.17, Synergy_Bliss=-0.118, Synergy_Loewe=-0.322, Synergy_HSA=-0.217.